Dataset: Forward reaction prediction with 1.9M reactions from USPTO patents (1976-2016). Task: Predict the product of the given reaction. Given the reactants N1(C(=O)C[CH:9]([CH2:13][S:14]([CH2:17][C:18]2[CH:23]=[CH:22][CH:21]=[CH:20][CH:19]=2)(=[O:16])=[O:15])[C:10]([OH:12])=O)CCOCC1.[OH:25][C:26](C(F)(F)F)=O.[NH2:32][CH:33]([CH2:44][CH3:45])[C:34]([C:36]1[O:37][C:38]([CH2:41][O:42][CH3:43])=[N:39][N:40]=1)=[O:35].[CH:46]1C=CC2N(O)N=NC=2C=1.C(Cl)CCl.C[N:61]1[CH2:66][CH2:65][O:64][CH2:63][CH2:62]1, predict the reaction product. The product is: [OH:35][CH:34]([C:36]1[O:37][C:38]([CH2:41][O:42][CH3:43])=[N:39][N:40]=1)[CH:33]([NH:32][C:26](=[O:25])[C:13]([CH3:46])([S:14]([CH2:17][C:18]1[CH:19]=[CH:20][CH:21]=[CH:22][CH:23]=1)(=[O:15])=[O:16])[CH2:9][C:10]([N:61]1[CH2:66][CH2:65][O:64][CH2:63][CH2:62]1)=[O:12])[CH2:44][CH3:45].